From a dataset of Reaction yield outcomes from USPTO patents with 853,638 reactions. Predict the reaction yield, written as a fraction of the theoretical maximum amount of product (1.0 means a 100% yield; for example, 0.34 means a 34% yield). (1) The reactants are [NH2:1][C:2]1[CH:3]=[C:4]([SH:8])[CH:5]=[CH:6][CH:7]=1.[F:9][C:10]([F:23])([O:14][C:15]1[CH:16]=[C:17]([CH:20]=[CH:21][CH:22]=1)[CH:18]=O)[CH:11]([F:13])[F:12].C(O)(=O)C.[BH-](OC(C)=O)(OC(C)=O)OC(C)=O.[Na+]. The catalyst is ClC(Cl)C. The product is [F:9][C:10]([F:23])([O:14][C:15]1[CH:16]=[C:17]([CH2:18][NH:1][C:2]2[CH:3]=[C:4]([SH:8])[CH:5]=[CH:6][CH:7]=2)[CH:20]=[CH:21][CH:22]=1)[CH:11]([F:12])[F:13]. The yield is 0.720. (2) The reactants are [CH3:1][C:2]1[C:10]([O:11][C@@H:12]2[CH2:17][CH2:16][CH2:15][C@H:14]([NH:18][C:19]3[CH:24]=[CH:23][CH:22]=[CH:21][CH:20]=3)[CH2:13]2)=[CH:9][CH:8]=[C:7]2[C:3]=1[CH:4]=[N:5][N:6]2C1CCCCO1.Cl.O1CCOCC1. The catalyst is C(O)(C)C. The product is [CH3:1][C:2]1[C:10]([O:11][C@@H:12]2[CH2:17][CH2:16][CH2:15][C@H:14]([NH:18][C:19]3[CH:20]=[CH:21][CH:22]=[CH:23][CH:24]=3)[CH2:13]2)=[CH:9][CH:8]=[C:7]2[C:3]=1[CH:4]=[N:5][NH:6]2. The yield is 0.805. (3) The reactants are [N+:1]([C:4]1[CH:20]=[CH:19][C:7]2[C:8]3[CH:14]=[C:13]([S:15](Cl)(=[O:17])=[O:16])[CH:12]=[CH:11][C:9]=3[S:10][C:6]=2[CH:5]=1)([O-:3])=[O:2].Cl.[NH2:22][C@H:23]([CH:28]([CH3:30])[CH3:29])[C:24]([O:26][CH3:27])=[O:25].C(Cl)Cl.C(N(CC)C(C)C)(C)C. The catalyst is C(OCC)(=O)C.O. The product is [CH3:27][O:26][C:24](=[O:25])[C@H:23]([NH:22][S:15]([C:13]1[CH:12]=[CH:11][C:9]2[S:10][C:6]3[CH:5]=[C:4]([N+:1]([O-:3])=[O:2])[CH:20]=[CH:19][C:7]=3[C:8]=2[CH:14]=1)(=[O:17])=[O:16])[CH:28]([CH3:30])[CH3:29]. The yield is 0.880. (4) The reactants are [F:1][C:2]([F:31])([F:30])[C:3]1[CH:4]=[C:5]([CH:23]=[C:24]([C:26]([F:29])([F:28])[F:27])[CH:25]=1)[CH2:6][N:7]1[CH2:14][CH2:13][CH2:12][NH:11][C:10]2[N:15]=[C:16]([S:20][CH3:21])[N:17]=[C:18](Cl)[C:9]=2[C:8]1=[O:22].[CH3:32][C:33]1[CH:38]=[CH:37][CH:36]=[CH:35][C:34]=1OB(O)O. No catalyst specified. The product is [F:1][C:2]([F:31])([F:30])[C:3]1[CH:4]=[C:5]([CH:23]=[C:24]([C:26]([F:29])([F:28])[F:27])[CH:25]=1)[CH2:6][N:7]1[CH2:14][CH2:13][CH2:12][NH:11][C:10]2[N:15]=[C:16]([S:20][CH3:21])[N:17]=[C:18]([C:34]3[CH:35]=[CH:36][CH:37]=[CH:38][C:33]=3[CH3:32])[C:9]=2[C:8]1=[O:22]. The yield is 1.00. (5) The reactants are [N+:1]([C:4]1[CH:23]=[CH:22][CH:21]=[C:6]2[C:7]([N:9]([C:12]3([CH3:20])[CH2:17][CH2:16][C:15](=[O:18])[NH:14][C:13]3=[O:19])[C:10](=[O:11])[C:5]=12)=[O:8])([O-])=O.[H][H]. The catalyst is CC(C)=O.C(OCC)(=O)C.[Pd]. The product is [NH2:1][C:4]1[CH:23]=[CH:22][CH:21]=[C:6]2[C:7]([N:9]([C:12]3([CH3:20])[CH2:17][CH2:16][C:15](=[O:18])[NH:14][C:13]3=[O:19])[C:10](=[O:11])[C:5]=12)=[O:8]. The yield is 0.820.